From a dataset of Catalyst prediction with 721,799 reactions and 888 catalyst types from USPTO. Predict which catalyst facilitates the given reaction. (1) Reactant: [C:1]([O:5][C:6]([NH:8][CH:9]([CH3:13])[C:10]([OH:12])=O)=[O:7])([CH3:4])([CH3:3])[CH3:2].[CH2:14]([N:16]1[C:28]2[CH:27]=[CH:26][C:25]([CH2:29][NH2:30])=[CH:24][C:23]=2[C:22]2[C:17]1=[CH:18][CH:19]=[CH:20][CH:21]=2)[CH3:15].CN(C(ON1N=NC2C=CC=NC1=2)=[N+](C)C)C.F[P-](F)(F)(F)(F)F.O. Product: [CH2:14]([N:16]1[C:28]2[CH:27]=[CH:26][C:25]([CH2:29][NH:30][C:10](=[O:12])[CH:9]([NH:8][C:6](=[O:7])[O:5][C:1]([CH3:2])([CH3:3])[CH3:4])[CH3:13])=[CH:24][C:23]=2[C:22]2[C:17]1=[CH:18][CH:19]=[CH:20][CH:21]=2)[CH3:15]. The catalyst class is: 3. (2) Reactant: C([O-])([O-])=O.[K+].[K+].Br[CH2:8][CH:9]=[CH2:10].[CH2:11]([O:13][C:14](=[O:23])[C:15]1[CH:20]=[CH:19][C:18]([F:21])=[C:17]([OH:22])[CH:16]=1)[CH3:12]. Product: [CH2:11]([O:13][C:14](=[O:23])[C:15]1[CH:20]=[CH:19][C:18]([F:21])=[C:17]([O:22][CH2:10][CH:9]=[CH2:8])[CH:16]=1)[CH3:12]. The catalyst class is: 21. (3) Reactant: [NH2:1][C:2]1[N:7]=[C:6]([C:8]([O:10][CH3:11])=[O:9])[CH:5]=[CH:4][CH:3]=1.N1C=CC=CC=1.Cl[C:19]([O:21][C:22]1[CH:27]=[CH:26][C:25]([N+:28]([O-:30])=[O:29])=[CH:24][CH:23]=1)=[O:20]. Product: [N+:28]([C:25]1[CH:26]=[CH:27][C:22]([O:21][C:19]([NH:1][C:2]2[N:7]=[C:6]([C:8]([O:10][CH3:11])=[O:9])[CH:5]=[CH:4][CH:3]=2)=[O:20])=[CH:23][CH:24]=1)([O-:30])=[O:29]. The catalyst class is: 4. (4) Product: [OH:6][CH2:5][C:4]1[C:3]([C:1]#[N:2])=[C:13]([O:14][CH3:15])[N:12]=[C:11]([CH3:16])[CH:10]=1. Reactant: [C:1]([C:3]1[C:13]([O:14][CH3:15])=[N:12][C:11]([CH3:16])=[CH:10][C:4]=1[C:5](OCC)=[O:6])#[N:2].[Cl-].[Ca+2].[Cl-].[BH4-].[Na+].CCOC(C)=O. The catalyst class is: 242. (5) Reactant: [CH3:1][N:2]1[C:11]2[C:10]([CH3:12])=[CH:9][CH:8]=[CH:7][C:6]=2[C@H:5]2[CH2:13][N:14]([C:16]([O:18][C:19]([CH3:22])([CH3:21])[CH3:20])=[O:17])[CH2:15][C@H:4]2[C:3]1=O.CC1C2NC(=O)[C@@H]3CN(C(OC(C)(C)C)=O)C[C@@H]3C=2C=CC=1. Product: [CH3:1][N:2]1[C:11]2[C:10]([CH3:12])=[CH:9][CH:8]=[CH:7][C:6]=2[C@H:5]2[CH2:13][N:14]([C:16]([O:18][C:19]([CH3:22])([CH3:21])[CH3:20])=[O:17])[CH2:15][C@H:4]2[CH2:3]1. The catalyst class is: 1. (6) Reactant: [CH2:1]1[C:9]2[C:4](=[CH:5][C:6]([S:10]([CH2:13][C:14]3[CH:19]=[CH:18][C:17]([C:20](O)([C:25]([F:28])([F:27])[F:26])[C:21]([F:24])([F:23])[F:22])=[CH:16][CH:15]=3)(=[O:12])=[O:11])=[CH:7][CH:8]=2)[CH2:3][CH2:2]1.CCN(S(F)(F)[F:36])CC. Product: [F:22][C:21]([F:23])([F:24])[C:20]([F:36])([C:17]1[CH:18]=[CH:19][C:14]([CH2:13][S:10]([C:6]2[CH:5]=[C:4]3[C:9](=[CH:8][CH:7]=2)[CH2:1][CH2:2][CH2:3]3)(=[O:12])=[O:11])=[CH:15][CH:16]=1)[C:25]([F:27])([F:28])[F:26]. The catalyst class is: 2. (7) Reactant: C1(C2N=NN(CS(NCC3C=C([CH:24]=[CH:25][C:26](O)=[O:27])C=CC=3)(=O)=O)C=2)C=CC=CC=1.CCN(C(C)C)C(C)C.CCN=C=NCCCN(C)C.Cl.C1C=CC2N(O)N=NC=2C=1.Cl.[O:61]1[CH2:66][CH2:65][CH2:64][CH2:63][CH:62]1[O:67][NH2:68]. Product: [O:61]1[CH2:66][CH2:65][CH2:64][CH2:63][CH:62]1[O:67][NH:68][C:26](=[O:27])[CH:25]=[CH2:24]. The catalyst class is: 3.